Predict the product of the given reaction. From a dataset of Forward reaction prediction with 1.9M reactions from USPTO patents (1976-2016). (1) Given the reactants C(N(C(C)C)CC)(C)C.[C:10]1([C@@H:16]([NH2:18])[CH3:17])[CH:15]=[CH:14][CH:13]=[CH:12][CH:11]=1.Cl[C:20]1[C:25]([N+:26]([O-:28])=[O:27])=[CH:24][N:23]=[C:22]([C:29]2[N:33]3[CH:34]=[C:35]([F:38])[CH:36]=[CH:37][C:32]3=[N:31][CH:30]=2)[N:21]=1, predict the reaction product. The product is: [F:38][C:35]1[CH:36]=[CH:37][C:32]2[N:33]([C:29]([C:22]3[N:23]=[C:24]([NH:18][C@H:16]([C:10]4[CH:15]=[CH:14][CH:13]=[CH:12][CH:11]=4)[CH3:17])[C:25]([N+:26]([O-:28])=[O:27])=[CH:20][N:21]=3)=[CH:30][N:31]=2)[CH:34]=1. (2) Given the reactants [C:1]([O:5][C:6]([N:8]1[CH2:12][C@H:11]([O:13][Si:14]([C:17]([CH3:20])([CH3:19])[CH3:18])([CH3:16])[CH3:15])[CH2:10][C@H:9]1[CH2:21]OS(C)(=O)=O)=[O:7])([CH3:4])([CH3:3])[CH3:2].C([BH-](CC)CC)C.[Li+], predict the reaction product. The product is: [Si:14]([O:13][C@H:11]1[CH2:12][N:8]([C:6]([O:5][C:1]([CH3:4])([CH3:3])[CH3:2])=[O:7])[C@H:9]([CH3:21])[CH2:10]1)([C:17]([CH3:20])([CH3:19])[CH3:18])([CH3:16])[CH3:15].